This data is from Peptide-MHC class II binding affinity with 134,281 pairs from IEDB. The task is: Regression. Given a peptide amino acid sequence and an MHC pseudo amino acid sequence, predict their binding affinity value. This is MHC class II binding data. (1) The peptide sequence is AFKVAATFANAAPAN. The MHC is HLA-DPA10103-DPB10301 with pseudo-sequence HLA-DPA10103-DPB10301. The binding affinity (normalized) is 0.581. (2) The peptide sequence is QKLIEDVNASFRAAM. The MHC is DRB3_0101 with pseudo-sequence DRB3_0101. The binding affinity (normalized) is 0.612. (3) The peptide sequence is PLMSSKFPELGMNPS. The MHC is DRB1_0101 with pseudo-sequence DRB1_0101. The binding affinity (normalized) is 0.254. (4) The peptide sequence is FLNFLEANGLNAIDF. The MHC is HLA-DQA10501-DQB10301 with pseudo-sequence HLA-DQA10501-DQB10301. The binding affinity (normalized) is 0.254. (5) The peptide sequence is YYSEPTSENNAHHVC. The MHC is DRB4_0103 with pseudo-sequence DRB4_0103. The binding affinity (normalized) is 0.322. (6) The peptide sequence is DEINTIFSDYIPYVF. The MHC is HLA-DPA10103-DPB10301 with pseudo-sequence HLA-DPA10103-DPB10301. The binding affinity (normalized) is 0.177.